Dataset: Full USPTO retrosynthesis dataset with 1.9M reactions from patents (1976-2016). Task: Predict the reactants needed to synthesize the given product. (1) Given the product [NH2:1][C:2]1[C:11]2[C:6](=[CH:7][CH:8]=[CH:9][C:10]=2[O:12][CH2:13][C@@H:14]([NH:16][C:33]([C:30]2[CH:31]=[CH:32][C:24]3[O:23][CH2:28][CH2:27][O:26][C:25]=3[CH:29]=2)=[O:34])[CH3:15])[N:5]=[C:4]([CH3:17])[C:3]=1[C:18]([O:20][CH2:21][CH3:22])=[O:19], predict the reactants needed to synthesize it. The reactants are: [NH2:1][C:2]1[C:11]2[C:6](=[CH:7][CH:8]=[CH:9][C:10]=2[O:12][CH2:13][C@@H:14]([NH2:16])[CH3:15])[N:5]=[C:4]([CH3:17])[C:3]=1[C:18]([O:20][CH2:21][CH3:22])=[O:19].[O:23]1[CH2:28][CH2:27][O:26][C:25]2[CH:29]=[C:30]([C:33](O)=[O:34])[CH:31]=[CH:32][C:24]1=2. (2) Given the product [Cl:1][C:2]1[CH:3]=[CH:4][C:5]([NH:11][C:12]2[C:17]([Cl:18])=[CH:16][N:15]=[C:14]([NH:19][C:20]3[N:24]([CH:25]([CH3:27])[CH3:26])[N:23]=[C:22]([CH3:28])[CH:21]=3)[CH:13]=2)=[C:6]([CH:10]=1)[C:7]([NH:37][O:38][CH3:39])=[O:9], predict the reactants needed to synthesize it. The reactants are: [Cl:1][C:2]1[CH:3]=[CH:4][C:5]([NH:11][C:12]2[C:17]([Cl:18])=[CH:16][N:15]=[C:14]([NH:19][C:20]3[N:24]([CH:25]([CH3:27])[CH3:26])[N:23]=[C:22]([CH3:28])[CH:21]=3)[CH:13]=2)=[C:6]([CH:10]=1)[C:7]([OH:9])=O.C1C=CC2[N:37]([OH:38])N=NC=2C=1.[CH2:39](Cl)CCl.CCN(C(C)C)C(C)C. (3) Given the product [Br:20][C:6]1[C:5]2[C:9](=[CH:10][C:2]([F:1])=[CH:3][CH:4]=2)[N:8]([S:11]([C:14]2[CH:19]=[CH:18][CH:17]=[CH:16][CH:15]=2)(=[O:13])=[O:12])[CH:7]=1, predict the reactants needed to synthesize it. The reactants are: [F:1][C:2]1[CH:10]=[C:9]2[C:5]([CH:6]=[CH:7][N:8]2[S:11]([C:14]2[CH:19]=[CH:18][CH:17]=[CH:16][CH:15]=2)(=[O:13])=[O:12])=[CH:4][CH:3]=1.[Br:20]Br.[O-]S([O-])(=S)=O.[Na+].[Na+]. (4) Given the product [F:1][C:2]1[C:7]([SiH:8]([C:15]2[C:20]([F:21])=[C:19]([F:22])[C:18]([F:23])=[C:17]([F:24])[C:16]=2[F:25])[O:9][CH2:10][CH2:11][Cl:32])=[C:6]([F:26])[C:5]([F:27])=[C:4]([F:28])[C:3]=1[F:29], predict the reactants needed to synthesize it. The reactants are: [F:1][C:2]1[C:7]([Si:8]([C:15]2[C:20]([F:21])=[C:19]([F:22])[C:18]([F:23])=[C:17]([F:24])[C:16]=2[F:25])(OCC)[O:9][CH2:10][CH3:11])=[C:6]([F:26])[C:5]([F:27])=[C:4]([F:28])[C:3]=1[F:29].S(Cl)([Cl:32])=O.Cl.[NH+]1C=CC=CC=1. (5) Given the product [Br:1][C:2]1[CH:10]=[CH:9][C:5]([CH2:6][OH:7])=[CH:4][C:3]=1[F:11], predict the reactants needed to synthesize it. The reactants are: [Br:1][C:2]1[CH:10]=[CH:9][C:5]([C:6](O)=[O:7])=[CH:4][C:3]=1[F:11].[BH4-].[Na+].II. (6) Given the product [Si:1]([O:8][CH2:9][CH:10]1[CH2:15][CH2:14][C:13]([C:17]2[C:19]3[C:24](=[CH:23][CH:22]=[CH:21][C:20]=3[F:26])[NH:29][N:28]=2)([CH3:16])[CH2:12][CH2:11]1)([C:4]([CH3:7])([CH3:6])[CH3:5])([CH3:3])[CH3:2], predict the reactants needed to synthesize it. The reactants are: [Si:1]([O:8][CH2:9][CH:10]1[CH2:15][CH2:14][C:13]([C:17]([C:19]2[C:24](F)=[CH:23][CH:22]=[CH:21][C:20]=2[F:26])=O)([CH3:16])[CH2:12][CH2:11]1)([C:4]([CH3:7])([CH3:6])[CH3:5])([CH3:3])[CH3:2].O.[NH2:28][NH2:29].O. (7) Given the product [C:15]([NH:1][C:2]1[CH:3]=[C:4]2[C:9](=[CH:10][CH:11]=1)[CH:8]=[C:7]([C:12]([OH:14])=[O:13])[CH:6]=[CH:5]2)(=[O:18])[CH:16]=[CH2:17], predict the reactants needed to synthesize it. The reactants are: [NH2:1][C:2]1[CH:11]=[CH:10][C:9]2[C:4](=[CH:5][CH:6]=[C:7]([C:12]([OH:14])=[O:13])[CH:8]=2)[CH:3]=1.[C:15](Cl)(=[O:18])[CH:16]=[CH2:17]. (8) Given the product [C:25]([O:28][CH:29]([CH3:33])[C:30]([NH:17][CH2:16][CH2:15][CH:13]1[C:14]2[C:5]3[O:4][C:3]([CH3:2])=[N:7][C:6]=3[CH:8]=[CH:9][C:10]=2[CH2:11][CH2:12]1)=[O:31])(=[O:27])[CH3:26], predict the reactants needed to synthesize it. The reactants are: Cl.[CH3:2][C:3]1[O:4][C:5]2[C:14]3[CH:13]([CH2:15][CH2:16][NH2:17])[CH2:12][CH2:11][C:10]=3[CH:9]=[CH:8][C:6]=2[N:7]=1.C(N(CC)CC)C.[C:25]([O:28][CH:29]([CH3:33])[C:30](Cl)=[O:31])(=[O:27])[CH3:26]. (9) Given the product [C:1]([C:5]1[CH:9]=[C:8]([NH:10][C:32]([NH:31][C:21]2[C:30]3[C:25](=[CH:26][CH:27]=[CH:28][CH:29]=3)[CH:24]=[CH:23][CH:22]=2)=[O:33])[N:7]([C:11]2[CH:16]=[CH:15][CH:14]=[C:13]([CH2:17][C:18](=[O:19])[NH2:20])[CH:12]=2)[N:6]=1)([CH3:4])([CH3:2])[CH3:3], predict the reactants needed to synthesize it. The reactants are: [C:1]([C:5]1[CH:9]=[C:8]([NH2:10])[N:7]([C:11]2[CH:12]=[C:13]([CH2:17][C:18]([NH2:20])=[O:19])[CH:14]=[CH:15][CH:16]=2)[N:6]=1)([CH3:4])([CH3:3])[CH3:2].[C:21]1([N:31]=[C:32]=[O:33])[C:30]2[C:25](=[CH:26][CH:27]=[CH:28][CH:29]=2)[CH:24]=[CH:23][CH:22]=1.